The task is: Regression/Classification. Given a drug SMILES string, predict its absorption, distribution, metabolism, or excretion properties. Task type varies by dataset: regression for continuous measurements (e.g., permeability, clearance, half-life) or binary classification for categorical outcomes (e.g., BBB penetration, CYP inhibition). Dataset: hia_hou.. This data is from Human intestinal absorption (HIA) binary classification data from Hou et al.. The drug is CNCC[C@@H](Oc1ccc(C(F)(F)F)cc1)c1ccccc1. The result is 1 (good absorption).